Dataset: Full USPTO retrosynthesis dataset with 1.9M reactions from patents (1976-2016). Task: Predict the reactants needed to synthesize the given product. (1) Given the product [CH2:31]([O:33][C:34](=[O:39])[CH2:35][CH2:36][CH2:37][N:16]1[C:17]2[C:22](=[CH:21][CH:20]=[CH:19][CH:18]=2)[N:13]([C:11]([C:10]2[C:5]([O:4][C:3]3[CH:24]=[C:25]([Cl:28])[CH:26]=[CH:27][C:2]=3[Cl:1])=[N:6][CH:7]=[C:8]([F:23])[CH:9]=2)=[O:12])[CH2:14][CH2:15]1)[CH3:32], predict the reactants needed to synthesize it. The reactants are: [Cl:1][C:2]1[CH:27]=[CH:26][C:25]([Cl:28])=[CH:24][C:3]=1[O:4][C:5]1[C:10]([C:11]([N:13]2[C:22]3[C:17](=[CH:18][CH:19]=[CH:20][CH:21]=3)[NH:16][CH2:15][CH2:14]2)=[O:12])=[CH:9][C:8]([F:23])=[CH:7][N:6]=1.[H-].[Na+].[CH2:31]([O:33][C:34](=[O:39])[CH2:35][CH2:36][CH2:37]Br)[CH3:32]. (2) Given the product [Cl:20][C:17]1[CH:18]=[CH:19][C:14]([CH2:13][NH:12][C:10]([C:5]2[C:4]([O:21][CH3:22])=[N:3][C:2]([N:23]3[CH2:28][CH2:27][O:26][CH2:25][CH2:24]3)=[N:7][C:6]=2[O:8][CH3:9])=[O:11])=[CH:15][CH:16]=1, predict the reactants needed to synthesize it. The reactants are: Cl[C:2]1[N:7]=[C:6]([O:8][CH3:9])[C:5]([C:10]([NH:12][CH2:13][C:14]2[CH:19]=[CH:18][C:17]([Cl:20])=[CH:16][CH:15]=2)=[O:11])=[C:4]([O:21][CH3:22])[N:3]=1.[NH:23]1[CH2:28][CH2:27][O:26][CH2:25][CH2:24]1.C(=O)([O-])[O-].[K+].[K+].O.